Regression. Given a peptide amino acid sequence and an MHC pseudo amino acid sequence, predict their binding affinity value. This is MHC class II binding data. From a dataset of Peptide-MHC class II binding affinity with 134,281 pairs from IEDB. (1) The peptide sequence is AAFQAAHARFVAAAA. The MHC is DRB1_1602 with pseudo-sequence DRB1_1602. The binding affinity (normalized) is 1.00. (2) The peptide sequence is GELQIVDKIDAEFKI. The MHC is DRB3_0101 with pseudo-sequence DRB3_0101. The binding affinity (normalized) is 0.623. (3) The peptide sequence is PTIGVGGNFAGGGFG. The MHC is DRB1_1001 with pseudo-sequence DRB1_1001. The binding affinity (normalized) is 0.404. (4) The peptide sequence is NYPIVQNLQGQMVHQAISPR. The MHC is DRB1_1501 with pseudo-sequence DRB1_1501. The binding affinity (normalized) is 0.505. (5) The peptide sequence is DYVRMWVQAATVMSA. The MHC is HLA-DPA10201-DPB10101 with pseudo-sequence HLA-DPA10201-DPB10101. The binding affinity (normalized) is 0.440. (6) The peptide sequence is IAAFVGAAATLVSLLTFMIA. The MHC is DRB5_0101 with pseudo-sequence DRB5_0101. The binding affinity (normalized) is 0.395. (7) The peptide sequence is RDFIEGVHGGTWVSA. The MHC is DRB1_0101 with pseudo-sequence DRB1_0101. The binding affinity (normalized) is 0.204.